This data is from NCI-60 drug combinations with 297,098 pairs across 59 cell lines. The task is: Regression. Given two drug SMILES strings and cell line genomic features, predict the synergy score measuring deviation from expected non-interaction effect. (1) Drug 1: CC1=C2C(C(=O)C3(C(CC4C(C3C(C(C2(C)C)(CC1OC(=O)C(C(C5=CC=CC=C5)NC(=O)OC(C)(C)C)O)O)OC(=O)C6=CC=CC=C6)(CO4)OC(=O)C)OC)C)OC. Drug 2: CC1=C(C=C(C=C1)C(=O)NC2=CC(=CC(=C2)C(F)(F)F)N3C=C(N=C3)C)NC4=NC=CC(=N4)C5=CN=CC=C5. Cell line: HL-60(TB). Synergy scores: CSS=68.1, Synergy_ZIP=17.4, Synergy_Bliss=18.0, Synergy_Loewe=-32.7, Synergy_HSA=13.4. (2) Drug 1: CN1CCC(CC1)COC2=C(C=C3C(=C2)N=CN=C3NC4=C(C=C(C=C4)Br)F)OC. Drug 2: CC(C)NC(=O)C1=CC=C(C=C1)CNNC.Cl. Cell line: LOX IMVI. Synergy scores: CSS=9.60, Synergy_ZIP=-3.41, Synergy_Bliss=2.88, Synergy_Loewe=0.561, Synergy_HSA=6.00. (3) Drug 1: C1=CC(=CC=C1CCCC(=O)O)N(CCCl)CCCl. Drug 2: C1=CC(=CC=C1C#N)C(C2=CC=C(C=C2)C#N)N3C=NC=N3. Cell line: ACHN. Synergy scores: CSS=5.56, Synergy_ZIP=-3.72, Synergy_Bliss=-7.88, Synergy_Loewe=-6.92, Synergy_HSA=-6.73. (4) Drug 1: CC1OCC2C(O1)C(C(C(O2)OC3C4COC(=O)C4C(C5=CC6=C(C=C35)OCO6)C7=CC(=C(C(=C7)OC)O)OC)O)O. Drug 2: CC1C(C(=O)NC(C(=O)N2CCCC2C(=O)N(CC(=O)N(C(C(=O)O1)C(C)C)C)C)C(C)C)NC(=O)C3=C4C(=C(C=C3)C)OC5=C(C(=O)C(=C(C5=N4)C(=O)NC6C(OC(=O)C(N(C(=O)CN(C(=O)C7CCCN7C(=O)C(NC6=O)C(C)C)C)C)C(C)C)C)N)C. Cell line: A498. Synergy scores: CSS=28.8, Synergy_ZIP=1.79, Synergy_Bliss=1.78, Synergy_Loewe=1.01, Synergy_HSA=1.11. (5) Drug 1: CCN(CC)CCNC(=O)C1=C(NC(=C1C)C=C2C3=C(C=CC(=C3)F)NC2=O)C. Drug 2: CC(C)(C1=NC(=CC=C1)N2C3=NC(=NC=C3C(=O)N2CC=C)NC4=CC=C(C=C4)N5CCN(CC5)C)O. Cell line: UACC62. Synergy scores: CSS=49.2, Synergy_ZIP=10.3, Synergy_Bliss=10.8, Synergy_Loewe=8.47, Synergy_HSA=14.0.